Dataset: Full USPTO retrosynthesis dataset with 1.9M reactions from patents (1976-2016). Task: Predict the reactants needed to synthesize the given product. (1) Given the product [OH:1][CH:2]([CH2:7][CH2:8][CH2:9][CH2:10][CH2:11][CH2:12][CH2:13][CH2:14][CH2:15][CH2:16][CH2:17][CH2:18][CH3:19])[CH2:3][C:4]([O:6][CH2:20][C:21]([C:23]1[CH:28]=[CH:27][CH:26]=[CH:25][CH:24]=1)=[O:22])=[O:5], predict the reactants needed to synthesize it. The reactants are: [OH:1][CH:2]([CH2:7][CH2:8][CH2:9][CH2:10][CH2:11][CH2:12][CH2:13][CH2:14][CH2:15][CH2:16][CH2:17][CH2:18][CH3:19])[CH2:3][C:4]([OH:6])=[O:5].[CH2:20](Br)[C:21]([C:23]1[CH:28]=[CH:27][CH:26]=[CH:25][CH:24]=1)=[O:22].C(N(CC)CC)C. (2) Given the product [CH:20]([C:10]1[NH:11][C:12]([C:13]2[CH:18]=[CH:17][CH:16]=[C:15]([CH3:19])[N:14]=2)=[C:8]([C:4]2[CH:3]=[C:2]([C:28]3[CH:29]=[CH:30][C:25]([O:24][CH3:23])=[CH:26][CH:27]=3)[CH:7]=[CH:6][CH:5]=2)[N:9]=1)([CH3:22])[CH3:21], predict the reactants needed to synthesize it. The reactants are: Br[C:2]1[CH:3]=[C:4]([C:8]2[N:9]=[C:10]([CH:20]([CH3:22])[CH3:21])[NH:11][C:12]=2[C:13]2[CH:18]=[CH:17][CH:16]=[C:15]([CH3:19])[N:14]=2)[CH:5]=[CH:6][CH:7]=1.[CH3:23][O:24][C:25]1[CH:30]=[CH:29][C:28](B(O)O)=[CH:27][CH:26]=1. (3) Given the product [CH3:33][O:29][C:27]([C:15]1[C:16]2[O:17][C:6]3[C:5]([CH:24]=[O:25])=[C:4]([O:40][CH3:39])[CH:3]=[C:2]([CH3:1])[C:7]=3[C:8](=[O:9])[O:10][C:11]=2[C:12]([CH3:23])=[C:13]([O:21][CH3:22])[CH:14]=1)=[O:30], predict the reactants needed to synthesize it. The reactants are: [CH3:1][C:2]1[C:7]2[C:8]([O:10][C:11]3[C:12]([CH3:23])=[C:13]([O:21][CH3:22])[CH:14]=[C:15](C(O)=O)[C:16]=3[O:17][C:6]=2[C:5]([CH:24]=[O:25])=[C:4](O)[CH:3]=1)=[O:9].[C:27]([O-:30])([O-:29])=O.[K+].[K+].[CH3:33]I.O.CN([CH:39]=[O:40])C. (4) Given the product [CH3:22][O:21][C:19]([C@@H:18]1[CH2:17][C:16](=[O:23])[CH2:15][N:14]1[C:12]([O:11][C:8]([CH3:10])([CH3:9])[CH3:7])=[O:13])=[O:20], predict the reactants needed to synthesize it. The reactants are: I([O-])(=O)(=O)=O.[Na+].[CH3:7][C:8]([O:11][C:12]([N:14]1[C@H:18]([C:19]([O:21][CH3:22])=[O:20])[CH2:17][C@H:16]([OH:23])[CH2:15]1)=[O:13])([CH3:10])[CH3:9]. (5) The reactants are: [C:1]([O:18][CH2:19][C@H:20]([CH2:41][O:42]CC1C=CC(OC)=CC=1)[O:21][C:22](=[O:40])[CH2:23][CH2:24][CH2:25][CH2:26][CH2:27][CH2:28][CH2:29]/[CH:30]=[CH:31]\[CH2:32]/[CH:33]=[CH:34]\[CH2:35][CH2:36][CH2:37][CH2:38][CH3:39])(=[O:17])[CH2:2][CH2:3][CH2:4][CH2:5][CH2:6][CH2:7][CH2:8][CH2:9][CH2:10][CH2:11][CH2:12][CH2:13][CH2:14][CH2:15][CH3:16].O.O=[N+]([O-])[O-].[O-][N+](=O)[O-].[O-][N+](=O)[O-].[O-][N+](=O)[O-].[O-][N+](=O)[O-].[O-][N+](=O)[O-].[Ce+4].[NH4+].[NH4+].C(Cl)Cl. Given the product [C:1]([O:18][CH2:19][C@H:20]([CH2:41][OH:42])[O:21][C:22](=[O:40])[CH2:23][CH2:24][CH2:25][CH2:26][CH2:27][CH2:28][CH2:29]/[CH:30]=[CH:31]\[CH2:32]/[CH:33]=[CH:34]\[CH2:35][CH2:36][CH2:37][CH2:38][CH3:39])(=[O:17])[CH2:2][CH2:3][CH2:4][CH2:5][CH2:6][CH2:7][CH2:8][CH2:9][CH2:10][CH2:11][CH2:12][CH2:13][CH2:14][CH2:15][CH3:16], predict the reactants needed to synthesize it. (6) Given the product [CH3:1][O:2][C:3](=[O:17])[C:4]1[C:9]([O:10][CH3:11])=[CH:8][CH:7]=[C:6]([NH2:12])[C:5]=1[O:15][CH3:16], predict the reactants needed to synthesize it. The reactants are: [CH3:1][O:2][C:3](=[O:17])[C:4]1[C:9]([O:10][CH3:11])=[CH:8][CH:7]=[C:6]([N+:12]([O-])=O)[C:5]=1[O:15][CH3:16].